Dataset: Retrosynthesis with 50K atom-mapped reactions and 10 reaction types from USPTO. Task: Predict the reactants needed to synthesize the given product. (1) Given the product CCc1cc(NC(C)=O)cnc1SCc1ccccc1, predict the reactants needed to synthesize it. The reactants are: CC(=O)OC(C)=O.CCc1cc(N)cnc1SCc1ccccc1. (2) Given the product COc1ccc(N2CCC(N3CC[C@@H](NC(=O)CNC(=O)c4cccc(Cl)c4)C3)CC2)cc1, predict the reactants needed to synthesize it. The reactants are: COc1ccc(N2CCC(N3CC[C@@H](NC(=O)CNC(=O)c4ccc(Cl)c(Cl)c4)C3)CC2)cc1. (3) Given the product COc1cc2c(Oc3ccc4[nH]ccc4c3)ncnc2cc1OCCN1CCOCC1, predict the reactants needed to synthesize it. The reactants are: COc1cc2c(Oc3ccc4[nH]ccc4c3)ncnc2cc1O.OCCN1CCOCC1. (4) Given the product BrCCCCCOCCCc1nc2ccccc2[nH]1, predict the reactants needed to synthesize it. The reactants are: BrCCCCCOCCCc1nc2ccccc2n1Cc1ccccc1. (5) Given the product CCn1cc(-c2ccc(Cl)cc2Cl)nc1/C=C/c1ccc(-c2ccc(OCCCC(=O)OC)cc2)cc1, predict the reactants needed to synthesize it. The reactants are: CCn1cc(-c2ccc(Cl)cc2Cl)nc1/C=C/c1ccc(-c2ccc(O)cc2)cc1.COC(=O)CCCBr. (6) The reactants are: CC(C)(C)OC(=O)NC[C@@H]1C[C@@H](CO)N(C(=O)OC(C)(C)C)C1. Given the product CC(C)(C)OC(=O)NC[C@@H]1C[C@@H](C=O)N(C(=O)OC(C)(C)C)C1, predict the reactants needed to synthesize it.